Dataset: Catalyst prediction with 721,799 reactions and 888 catalyst types from USPTO. Task: Predict which catalyst facilitates the given reaction. The catalyst class is: 97. Product: [Cl:31][C:9]([Cl:8])([CH2:13][CH2:14][CH2:15][CH2:16][CH2:17][CH2:18][CH2:19][CH:20]([OH:30])[CH2:21][CH2:22][C:23]1[CH:24]=[CH:25][C:26]([Cl:29])=[CH:27][CH:28]=1)[C:10]([OH:12])=[O:11]. Reactant: [BH4-].[Na+].O1CCCC1.[Cl:8][C:9]([Cl:31])([CH2:13][CH2:14][CH2:15][CH2:16][CH2:17][CH2:18][CH2:19][C:20](=[O:30])[CH2:21][CH2:22][C:23]1[CH:28]=[CH:27][C:26]([Cl:29])=[CH:25][CH:24]=1)[C:10]([OH:12])=[O:11].Cl.